This data is from Catalyst prediction with 721,799 reactions and 888 catalyst types from USPTO. The task is: Predict which catalyst facilitates the given reaction. (1) Reactant: [N:1]1[C:10]2[C:5](=[CH:6][C:7]([C:11]([OH:13])=O)=[CH:8][CH:9]=2)[CH:4]=[CH:3][CH:2]=1.C(Cl)(=O)C([Cl:17])=O. Product: [N:1]1[C:10]2[C:5](=[CH:6][C:7]([C:11]([Cl:17])=[O:13])=[CH:8][CH:9]=2)[CH:4]=[CH:3][CH:2]=1. The catalyst class is: 59. (2) Reactant: [CH3:1][C:2]1[C:6]([C:7]([OH:9])=[O:8])=[CH:5][NH:4][N:3]=1.[H-].[Na+].[C:12](O[C:12]([O:14][C:15]([CH3:18])([CH3:17])[CH3:16])=[O:13])([O:14][C:15]([CH3:18])([CH3:17])[CH3:16])=[O:13]. Product: [CH3:16][C:15]([O:14][C:12]([N:4]1[CH:5]=[C:6]([C:7]([OH:9])=[O:8])[C:2]([CH3:1])=[N:3]1)=[O:13])([CH3:18])[CH3:17]. The catalyst class is: 3.